From a dataset of Reaction yield outcomes from USPTO patents with 853,638 reactions. Predict the reaction yield, written as a fraction of the theoretical maximum amount of product (1.0 means a 100% yield; for example, 0.34 means a 34% yield). (1) The reactants are ClC(OCC(C)C)=[O:3].[C:9]([N:16]([CH2:18][C:19]([OH:21])=[O:20])[CH3:17])([O:11][C:12]([CH3:15])([CH3:14])[CH3:13])=[O:10].CN1CCOCC1.[CH2:29]([NH2:39])[C:30]1[CH:38]=[CH:37][C:36]2[O:35][CH2:34][O:33][C:32]=2[CH:31]=1. The catalyst is C1COCC1. The product is [C:29]([NH2:39])(=[O:3])[C:30]1[CH:38]=[CH:37][C:36]2[O:35][CH2:34][O:33][C:32]=2[CH:31]=1.[C:9]([N:16]([CH2:18][C:19]([OH:21])=[O:20])[CH3:17])([O:11][C:12]([CH3:14])([CH3:15])[CH3:13])=[O:10]. The yield is 0.950. (2) The reactants are [CH3:1][O:2][C:3]1[C:8]2[N:9]=[C:10]([NH:12][C:13](=[O:23])[C:14]3[CH:19]=[CH:18][C:17]([CH2:20][NH:21][CH3:22])=[CH:16][CH:15]=3)[S:11][C:7]=2[C:6]([N:24]2[CH2:29][CH2:28][O:27][CH2:26][CH2:25]2)=[CH:5][CH:4]=1.[C:30](Cl)(=[O:32])[CH3:31]. No catalyst specified. The product is [C:30]([N:21]([CH2:20][C:17]1[CH:16]=[CH:15][C:14]([C:13]([NH:12][C:10]2[S:11][C:7]3[C:6]([N:24]4[CH2:25][CH2:26][O:27][CH2:28][CH2:29]4)=[CH:5][CH:4]=[C:3]([O:2][CH3:1])[C:8]=3[N:9]=2)=[O:23])=[CH:19][CH:18]=1)[CH3:22])(=[O:32])[CH3:31]. The yield is 0.770. (3) The reactants are Cl[C:2]1[CH:11]=[CH:10][C:9]2[C:4](=[CH:5][CH:6]=[CH:7][N:8]=2)[N:3]=1.[CH3:12]OC1C=CC=C(OC)C=1C1C=CC=CC=1P(C1CCCCC1)C1CCCCC1.[O-]P([O-])([O-])=O.[K+].[K+].[K+].[CH3:49][CH2:50][O:51][C:52]([CH3:54])=[O:53]. The catalyst is C1COCC1.O. The product is [N:3]1[C:4]2[C:9](=[N:8][CH:7]=[CH:6][CH:5]=2)[CH:10]=[CH:11][C:2]=1[CH:12]=[CH:54][C:52]([O:51][CH2:50][CH3:49])=[O:53]. The yield is 0.900. (4) The reactants are CC(C)=[O:3].OS(O)(=O)=O.O=[Cr](=O)=O.[OH:14][CH2:15][C:16]([C:19]1[CH:23]=[C:22]([NH:24][C:25](=[O:38])[C:26]([CH3:37])([S:28]([CH:31]2[CH2:36][CH2:35][O:34][CH2:33][CH2:32]2)(=[O:30])=[O:29])[CH3:27])[O:21][N:20]=1)([CH3:18])[CH3:17]. The catalyst is CC(C)=O.ClCCl. The product is [CH3:17][C:16]([C:19]1[CH:23]=[C:22]([NH:24][C:25](=[O:38])[C:26]([CH3:37])([S:28]([CH:31]2[CH2:32][CH2:33][O:34][CH2:35][CH2:36]2)(=[O:30])=[O:29])[CH3:27])[O:21][N:20]=1)([CH3:18])[C:15]([OH:3])=[O:14]. The yield is 0.640. (5) The reactants are [CH2:1]([C:4]1[CH:11]=[C:10]([F:12])[CH:9]=[C:6]([CH:7]=[O:8])[C:5]=1[OH:13])[CH:2]=[CH2:3]. The catalyst is C1(SC2C=CC=CC=2)C=CC=CC=1.CCOC(C)=O. The product is [F:12][C:10]1[CH:11]=[C:4]([CH2:1][CH2:2][CH3:3])[C:5]([OH:13])=[C:6]([CH:9]=1)[CH:7]=[O:8]. The yield is 0.893.